From a dataset of Forward reaction prediction with 1.9M reactions from USPTO patents (1976-2016). Predict the product of the given reaction. (1) Given the reactants [CH3:1][O:2][CH2:3][C:4]#[CH:5].C[O:7][C:8]([C:10]1[C:15]([Cl:16])=[CH:14][C:13](Br)=[CH:12][N:11]=1)=[O:9].O, predict the reaction product. The product is: [Cl:16][C:15]1[C:10]([C:8]([OH:9])=[O:7])=[N:11][CH:12]=[C:13]([C:5]#[C:4][CH2:3][O:2][CH3:1])[CH:14]=1. (2) Given the reactants [CH:1]1([NH:7][C:8]2[C:13]([C:14](O)=[O:15])=[CH:12][N:11]=[C:10]3[N:17]([CH2:20][CH3:21])[N:18]=[CH:19][C:9]=23)[CH2:6][CH2:5][CH2:4][CH2:3][CH2:2]1.Cl.[CH3:23][NH:24][O:25][CH3:26].OC1C2N=NNC=2C=CC=1.CN1CCOCC1.Cl.C(N=C=NCCCN(C)C)C, predict the reaction product. The product is: [CH:1]1([NH:7][C:8]2[C:13]([C:14]([N:24]([O:25][CH3:26])[CH3:23])=[O:15])=[CH:12][N:11]=[C:10]3[N:17]([CH2:20][CH3:21])[N:18]=[CH:19][C:9]=23)[CH2:2][CH2:3][CH2:4][CH2:5][CH2:6]1. (3) Given the reactants C1(C)C=CC(S([O:10][CH2:11][CH:12]2[CH2:17]OC(C)(C)[O:14][CH2:13]2)(=O)=O)=CC=1.C1(C)C=CC(S(OC[C@@H]2COC(C)(C)O2)(=O)=O)=CC=1.[F:40][C:41]1([F:85])[CH2:46][CH2:45][CH:44]([C:47]2[C:56]3[CH:55]([OH:57])[CH2:54][C:53]([CH3:59])([CH3:58])[CH2:52][C:51]=3[N:50]=[C:49]([CH:60]3[CH2:65][CH2:64][N:63]([C:66]4[N:71]=[CH:70][C:69]([OH:72])=[CH:68][N:67]=4)[CH2:62][CH2:61]3)[C:48]=2[CH:73]([F:84])[C:74]2[CH:79]=[CH:78][C:77]([C:80]([F:83])([F:82])[F:81])=[CH:76][CH:75]=2)[CH2:43][CH2:42]1, predict the reaction product. The product is: [F:85][C:41]1([F:40])[CH2:42][CH2:43][CH:44]([C:47]2[C:56]3[CH:55]([OH:57])[CH2:54][C:53]([CH3:58])([CH3:59])[CH2:52][C:51]=3[N:50]=[C:49]([CH:60]3[CH2:61][CH2:62][N:63]([C:66]4[N:71]=[CH:70][C:69]([O:72][CH2:17][CH:12]([CH2:13][OH:14])[CH2:11][OH:10])=[CH:68][N:67]=4)[CH2:64][CH2:65]3)[C:48]=2[CH:73]([F:84])[C:74]2[CH:75]=[CH:76][C:77]([C:80]([F:82])([F:81])[F:83])=[CH:78][CH:79]=2)[CH2:45][CH2:46]1. (4) Given the reactants CC1(C)[O:7][C:6](=[O:8])[CH:5]([CH2:9][C:10]2[CH:11]=[C:12]([CH:15]=[CH:16][CH:17]=2)[C:13]#[N:14])[C:4](=[O:18])[O:3]1.C(O)(C(F)(F)F)=O.[O-]S([O-])(=O)=O.[Ca+2], predict the reaction product. The product is: [C:13]([C:12]1[CH:11]=[C:10]([CH:17]=[CH:16][CH:15]=1)[CH2:9][CH:5]([C:4]([OH:18])=[O:3])[C:6]([OH:8])=[O:7])#[N:14].